From a dataset of Catalyst prediction with 721,799 reactions and 888 catalyst types from USPTO. Predict which catalyst facilitates the given reaction. (1) Product: [C:40]([C:39]1[CH:42]=[CH:43][C:36]([O:35][CH2:34][CH2:33][CH2:32][N:22]2[CH2:23][CH2:24][CH:19]([CH2:18][CH2:17][CH2:16][O:15][C:13]3[CH:12]=[CH:11][C:8]([C:9]#[N:10])=[C:7]([F:6])[CH:14]=3)[CH2:20][CH2:21]2)=[CH:37][CH:38]=1)#[N:41]. The catalyst class is: 727. Reactant: CN(C)C=O.[F:6][C:7]1[CH:14]=[C:13]([O:15][CH2:16][CH2:17][CH2:18][CH:19]2[CH2:24][CH2:23][NH:22][CH2:21][CH2:20]2)[CH:12]=[CH:11][C:8]=1[C:9]#[N:10].C(=O)([O-])[O-].[K+].[K+].Br[CH2:32][CH2:33][CH2:34][O:35][C:36]1[CH:43]=[CH:42][C:39]([C:40]#[N:41])=[CH:38][CH:37]=1. (2) Reactant: C[O-].[Na+].C([S:7][C@@H:8]1[CH2:12][N:11]([CH3:13])[C@H:10]([C:14]([N:16]2[CH2:20][CH2:19][C@H:18]([NH:21][C:22](=[O:41])[CH2:23][NH:24][C:25]([NH:27][C:28]([O:30][CH2:31][C:32]3[CH:37]=[CH:36][C:35]([N+:38]([O-:40])=[O:39])=[CH:34][CH:33]=3)=[O:29])=[NH:26])[CH2:17]2)=[O:15])[CH2:9]1)(=O)C. Product: [SH:7][C@@H:8]1[CH2:12][N:11]([CH3:13])[C@H:10]([C:14]([N:16]2[CH2:20][CH2:19][C@H:18]([NH:21][C:22](=[O:41])[CH2:23][NH:24][C:25]([NH:27][C:28]([O:30][CH2:31][C:32]3[CH:33]=[CH:34][C:35]([N+:38]([O-:40])=[O:39])=[CH:36][CH:37]=3)=[O:29])=[NH:26])[CH2:17]2)=[O:15])[CH2:9]1. The catalyst class is: 240. (3) Reactant: [Br:1][C:2]1[CH:27]=[CH:26][C:5]([CH2:6][C:7]23[C:15](=[O:16])[N:14]([C:17]4[CH:22]=[C:21]([Cl:23])[CH:20]=[C:19]([Cl:24])[CH:18]=4)[C:13](=[O:25])[N:12]2[CH2:11][CH2:10][NH:9][CH2:8]3)=[CH:4][CH:3]=1.CCN(C(C)C)C(C)C.Br[CH2:38][C:39]([O:41][C:42]([CH3:45])([CH3:44])[CH3:43])=[O:40]. Product: [C:42]([O:41][C:39]([CH2:38][N:9]1[CH2:8][C:7]2([CH2:6][C:5]3[CH:26]=[CH:27][C:2]([Br:1])=[CH:3][CH:4]=3)[N:12]([C:13](=[O:25])[N:14]([C:17]3[CH:22]=[C:21]([Cl:23])[CH:20]=[C:19]([Cl:24])[CH:18]=3)[C:15]2=[O:16])[CH2:11][CH2:10]1)=[O:40])([CH3:45])([CH3:44])[CH3:43]. The catalyst class is: 1.